This data is from Forward reaction prediction with 1.9M reactions from USPTO patents (1976-2016). The task is: Predict the product of the given reaction. (1) Given the reactants C[C:2]1[CH:8]=[CH:7][C:5]([NH2:6])=[C:4]([N+:9]([O-:11])=[O:10])[CH:3]=1.[OH-].[Na+].[CH2:14](O)C, predict the reaction product. The product is: [CH3:14][C:8]1[CH:2]=[CH:3][C:4]2[C:5]([CH:7]=1)=[N:6][O:11][N+:9]=2[O-:10]. (2) The product is: [N:5]1[CH:6]=[CH:7][N:8]2[CH:13]=[C:12]([C:14]3[N:23]=[C:22]([NH:24][CH2:25][CH:26]([C:33]4[CH:38]=[CH:37][CH:36]=[CH:35][CH:34]=4)[C:7]4[CH:6]=[N:5][CH:9]=[CH:2][CH:3]=4)[C:21]4[C:16](=[CH:17][CH:18]=[CH:19][CH:20]=4)[N:15]=3)[CH:11]=[N:10][C:9]=12. Given the reactants Cl[CH2:2][CH:3]=O.[N:5]1[CH:6]=[CH:7][N:8]2[CH:13]=[C:12]([C:14]3[N:23]=[C:22]([NH:24][CH2:25][CH:26]([C:33]4[CH:38]=[CH:37][CH:36]=[CH:35][CH:34]=4)N4CCCCC4)[C:21]4[C:16](=[CH:17][CH:18]=[CH:19][CH:20]=4)[N:15]=3)[CH:11]=[N:10][C:9]=12, predict the reaction product. (3) Given the reactants [C:1]1([C:7]2[C:15]3[C:14](=O)[NH:13][C:12]([C:17]([F:20])([F:19])[F:18])=[N:11][C:10]=3[S:9][CH:8]=2)[CH:6]=[CH:5][CH:4]=[CH:3][CH:2]=1.N1C=CC=CC=1.FC(F)(F)S(OS(C(F)(F)F)(=O)=O)(=O)=O.[N:42]1([CH2:47][CH2:48][O:49][CH2:50][CH:51]2[CH2:56][CH2:55][NH:54][CH2:53][CH2:52]2)[CH2:46][CH2:45][CH2:44][CH2:43]1, predict the reaction product. The product is: [C:1]1([C:7]2[C:15]3[C:14]([N:54]4[CH2:55][CH2:56][CH:51]([CH2:50][O:49][CH2:48][CH2:47][N:42]5[CH2:46][CH2:45][CH2:44][CH2:43]5)[CH2:52][CH2:53]4)=[N:13][C:12]([C:17]([F:20])([F:19])[F:18])=[N:11][C:10]=3[S:9][CH:8]=2)[CH:6]=[CH:5][CH:4]=[CH:3][CH:2]=1. (4) Given the reactants [CH3:1][O:2][C:3](=[O:12])[C:4]1[CH:9]=[CH:8][C:7]([CH3:10])=[CH:6][C:5]=1[OH:11].C1C(=O)N([Br:20])C(=O)C1, predict the reaction product. The product is: [CH3:1][O:2][C:3](=[O:12])[C:4]1[CH:9]=[CH:8][C:7]([CH2:10][Br:20])=[CH:6][C:5]=1[OH:11]. (5) Given the reactants C1([C@@H]([N:9]([C@H:21]2[CH2:27][CH2:26][CH2:25][C:24]3[CH:28]=[CH:29][C:30]([O:32][CH2:33][C:34]([O:36][CH2:37][CH3:38])=[O:35])=[CH:31][C:23]=3[CH2:22]2)[CH2:10][C@H:11]([OH:20])[CH2:12][O:13][C:14]2[CH:19]=[CH:18][CH:17]=[CH:16][CH:15]=2)C)C=CC=CC=1.[H][H], predict the reaction product. The product is: [CH2:37]([O:36][C:34]([CH2:33][O:32][C:30]1[CH:29]=[CH:28][C:24]2[CH2:25][CH2:26][CH2:27][C@H:21]([NH:9][CH2:10][C@H:11]([OH:20])[CH2:12][O:13][C:14]3[CH:19]=[CH:18][CH:17]=[CH:16][CH:15]=3)[CH2:22][C:23]=2[CH:31]=1)=[O:35])[CH3:38]. (6) Given the reactants [Li]CCCC.C(NC(C)C)(C)C.[Br:13][C:14]1[CH:19]=[CH:18][CH:17]=[CH:16][N:15]=1.[CH:20](OCC)=[O:21].[NH4+].[Cl-], predict the reaction product. The product is: [Br:13][C:14]1[N:15]=[CH:16][CH:17]=[CH:18][C:19]=1[CH:20]=[O:21]. (7) The product is: [Si:54]([O:61][C@H:62]1[CH2:67][C:66](=[O:68])[O:65][C@H:64](/[CH:69]=[CH:21]/[C:20]2[C:15]([C:12]3[CH:13]=[CH:14][C:9]([F:8])=[CH:10][CH:11]=3)=[N:16][C:17]([N:38]([CH3:43])[S:39]([CH3:42])(=[O:41])=[O:40])=[N:18][C:19]=2[CH:35]([CH3:36])[CH3:37])[CH2:63]1)([C:57]([CH3:60])([CH3:59])[CH3:58])([CH3:56])[CH3:55]. Given the reactants FC(F)(F)C([O-])=O.[F:8][C:9]1[CH:14]=[CH:13][C:12]([C:15]2[C:20]([CH2:21][P+](CCCC)(CCCC)CCCC)=[C:19]([CH:35]([CH3:37])[CH3:36])[N:18]=[C:17]([N:38]([CH3:43])[S:39]([CH3:42])(=[O:41])=[O:40])[N:16]=2)=[CH:11][CH:10]=1.C[Si](C)(C)N[Si](C)(C)C.[Na].[Si:54]([O:61][C@H:62]1[CH2:67][C:66](=[O:68])[O:65][C@H:64]([CH:69]=O)[CH2:63]1)([C:57]([CH3:60])([CH3:59])[CH3:58])([CH3:56])[CH3:55].[Cl-].[NH4+], predict the reaction product.